This data is from Full USPTO retrosynthesis dataset with 1.9M reactions from patents (1976-2016). The task is: Predict the reactants needed to synthesize the given product. Given the product [CH2:67]([N:64]1[C:60]2=[CH:61][N:62]=[CH:63][C:58]([NH:2][C:1](=[O:8])[O:3][C:4]([CH3:7])([CH3:6])[CH3:5])=[C:59]2[CH:66]=[N:65]1)[CH3:68], predict the reactants needed to synthesize it. The reactants are: [C:1](=[O:8])([O:3][C:4]([CH3:7])([CH3:6])[CH3:5])[NH2:2].C(=O)([O-])[O-].[Cs+].[Cs+].CC1(C)C2C(=C(P(C3C=CC=CC=3)C3C=CC=CC=3)C=CC=2)OC2C(P(C3C=CC=CC=3)C3C=CC=CC=3)=CC=CC1=2.Br[C:58]1[CH:63]=[N:62][CH:61]=[C:60]2[N:64]([CH2:67][CH3:68])[N:65]=[CH:66][C:59]=12.